This data is from Forward reaction prediction with 1.9M reactions from USPTO patents (1976-2016). The task is: Predict the product of the given reaction. Given the reactants [CH3:1][C:2]1[CH:7]=[CH:6][CH:5]=[CH:4][C:3]=1[N:8]1[CH2:13][CH2:12][NH:11][CH2:10][CH2:9]1.[C:14]1([C:22]2[CH:27]=[CH:26][CH:25]=[CH:24][CH:23]=2)[C:15]([CH:20]=O)=[CH:16][CH:17]=[CH:18][CH:19]=1.[BH-](OC(C)=O)(OC(C)=O)OC(C)=O.[Na+].C1(C2C=CC=CC=2)C=CC=CC=1CN1CCN(C2C=CC=CC=2)CC1, predict the reaction product. The product is: [C:14]1([C:22]2[CH:23]=[CH:24][CH:25]=[CH:26][CH:27]=2)[CH:19]=[CH:18][CH:17]=[CH:16][C:15]=1[CH2:20][N:11]1[CH2:12][CH2:13][N:8]([C:3]2[CH:4]=[CH:5][CH:6]=[CH:7][C:2]=2[CH3:1])[CH2:9][CH2:10]1.